This data is from Full USPTO retrosynthesis dataset with 1.9M reactions from patents (1976-2016). The task is: Predict the reactants needed to synthesize the given product. (1) Given the product [CH:19]1([CH:7]2[C:8]3[C:13](=[CH:12][CH:11]=[CH:10][CH:9]=3)[C:14]3[CH:1]=[CH:2][CH:3]=[CH:4][C:5]=3[N:6]2[C:15](=[O:17])[CH3:16])[CH2:21][CH2:20]1, predict the reactants needed to synthesize it. The reactants are: [CH:1]1[C:14]2[C:5](=[N:6][CH:7]=[C:8]3[C:13]=2[CH:12]=[CH:11][CH:10]=[CH:9]3)[CH:4]=[CH:3][CH:2]=1.[C:15](Cl)(=[O:17])[CH3:16].[CH:19]1([Mg]Br)[CH2:21][CH2:20]1. (2) Given the product [F:53][C:51]([F:52])([F:54])[C:49]1[CH:48]=[C:47]([C:55]([CH3:71])([CH3:72])[C:56]([N:58]([CH3:70])[C@H:59]2[C@H:63]([C:64]3[CH:69]=[CH:68][CH:67]=[CH:66][CH:65]=3)[CH2:62][N:61]([C:6]([C@@H:2]3[CH2:3][CH2:4][CH2:5][O:1]3)=[O:8])[CH2:60]2)=[O:57])[CH:46]=[C:45]([C:44]([F:43])([F:73])[F:74])[CH:50]=1, predict the reactants needed to synthesize it. The reactants are: [O:1]1[CH2:5][CH2:4][CH2:3][C@H:2]1[C:6]([OH:8])=O.CCN(CC)CC.F[P-](F)(F)(F)(F)F.N1(O[P+](N(C)C)(N(C)C)N(C)C)C2C=CC=CC=2N=N1.[F:43][C:44]([F:74])([F:73])[C:45]1[CH:46]=[C:47]([C:55]([CH3:72])([CH3:71])[C:56]([N:58]([CH3:70])[C@H:59]2[C@H:63]([C:64]3[CH:69]=[CH:68][CH:67]=[CH:66][CH:65]=3)[CH2:62][NH:61][CH2:60]2)=[O:57])[CH:48]=[C:49]([C:51]([F:54])([F:53])[F:52])[CH:50]=1. (3) The reactants are: [F:1][C:2]([F:31])([F:30])[C:3]1[CH:4]=[C:5]([C@H:13]2[O:17][C:16](=[O:18])[N:15]([CH2:19][C:20]3[C:25](Br)=[CH:24][N:23]=[C:22]([S:27][CH3:28])[N:21]=3)[C@H:14]2[CH3:29])[CH:6]=[C:7]([C:9]([F:12])([F:11])[F:10])[CH:8]=1.[B:32]1([B:32]2[O:36][C:35]([CH3:38])([CH3:37])[C:34]([CH3:40])([CH3:39])[O:33]2)[O:36][C:35]([CH3:38])([CH3:37])[C:34]([CH3:40])([CH3:39])[O:33]1.C([O-])(=O)C.[K+]. Given the product [F:1][C:2]([F:31])([F:30])[C:3]1[CH:4]=[C:5]([C@H:13]2[O:17][C:16](=[O:18])[N:15]([CH2:19][C:20]3[C:25]([B:32]4[O:36][C:35]([CH3:38])([CH3:37])[C:34]([CH3:40])([CH3:39])[O:33]4)=[CH:24][N:23]=[C:22]([S:27][CH3:28])[N:21]=3)[C@H:14]2[CH3:29])[CH:6]=[C:7]([C:9]([F:12])([F:11])[F:10])[CH:8]=1.[OH:33][C:34]([C:35]([OH:36])([CH3:38])[CH3:37])([CH3:40])[CH3:39], predict the reactants needed to synthesize it. (4) Given the product [CH2:1]([O:3][C:4]([C:5]1[C:13]2[CH:12]=[CH:11][C:10]([O:14][CH3:15])=[CH:9][C:8]=2[S:7][CH:6]=1)=[O:17])[CH3:2], predict the reactants needed to synthesize it. The reactants are: [CH2:1]([O:3][C:4](=[O:17])[C:5](=O)[CH2:6][S:7][C:8]1[CH:13]=[CH:12][CH:11]=[C:10]([O:14][CH3:15])[CH:9]=1)[CH3:2]. (5) Given the product [Cl:21][C:20]1[C:14]2[O:13][C:12]([CH2:8][CH2:9][C:10]#[C:11][C:2]3[N:3]=[C:4]([CH3:7])[S:5][CH:6]=3)=[N:16][C:15]=2[CH:17]=[C:18]([F:22])[CH:19]=1, predict the reactants needed to synthesize it. The reactants are: I[C:2]1[N:3]=[C:4]([CH3:7])[S:5][CH:6]=1.[CH2:8]([C:12]1[O:13][C:14]2[C:20]([Cl:21])=[CH:19][C:18]([F:22])=[CH:17][C:15]=2[N:16]=1)[CH2:9][C:10]#[CH:11]. (6) Given the product [F:7][C:8]1[CH:9]=[C:10]([CH:13]=[C:14]([F:18])[C:15]=1[O:16][CH3:17])[CH2:11][N:25]1[C:24]2[CH:26]=[C:27]([C:29]3[CH:34]=[CH:33][CH:32]=[CH:31][CH:30]=3)[S:28][C:23]=2[C:22](=[O:35])[N:21]([CH:36]2[CH2:41][CH2:40][N:39]([C:42]([O:44][C:45]([CH3:47])([CH3:46])[CH3:48])=[O:43])[CH2:38][CH2:37]2)[C:20]1=[O:19], predict the reactants needed to synthesize it. The reactants are: C(=O)([O-])[O-].[K+].[K+].[F:7][C:8]1[CH:9]=[C:10]([CH:13]=[C:14]([F:18])[C:15]=1[O:16][CH3:17])[CH2:11]Br.[O:19]=[C:20]1[NH:25][C:24]2[CH:26]=[C:27]([C:29]3[CH:34]=[CH:33][CH:32]=[CH:31][CH:30]=3)[S:28][C:23]=2[C:22](=[O:35])[N:21]1[CH:36]1[CH2:41][CH2:40][N:39]([C:42]([O:44][C:45]([CH3:48])([CH3:47])[CH3:46])=[O:43])[CH2:38][CH2:37]1. (7) The reactants are: C1(P(C2C=CC=CC=2)C2C=CC=CC=2)C=CC=CC=1.[CH2:20]([O:27][C:28]([NH:30][C:31]([C:33]1[CH:42]=[CH:41][C:36]([CH2:37][N:38]=[N+]=[N-])=[CH:35][CH:34]=1)=[NH:32])=[O:29])[C:21]1[CH:26]=[CH:25][CH:24]=[CH:23][CH:22]=1.C(C(Br)C1C=CC=CC=1)#N. Given the product [NH2:38][CH2:37][C:36]1[CH:41]=[CH:42][C:33]([C:31](=[NH:32])[NH:30][C:28]([O:27][CH2:20][C:21]2[CH:26]=[CH:25][CH:24]=[CH:23][CH:22]=2)=[O:29])=[CH:34][CH:35]=1, predict the reactants needed to synthesize it. (8) Given the product [Br:1][C:2]1[C:3]([CH3:14])=[N:4][N:5]([CH2:17][C:16]([CH3:19])=[CH2:15])[C:6]=1[C:7]1[CH:12]=[CH:11][C:10]([F:13])=[CH:9][CH:8]=1, predict the reactants needed to synthesize it. The reactants are: [Br:1][C:2]1[C:3]([CH3:14])=[N:4][NH:5][C:6]=1[C:7]1[CH:12]=[CH:11][C:10]([F:13])=[CH:9][CH:8]=1.[CH3:15][C:16](=[CH2:19])[CH2:17]O.C1(P(C2C=CC=CC=2)C2C=CC=CC=2)C=CC=CC=1.N(C(OC(C)C)=O)=NC(OC(C)C)=O.